From a dataset of Full USPTO retrosynthesis dataset with 1.9M reactions from patents (1976-2016). Predict the reactants needed to synthesize the given product. (1) Given the product [CH:20]([CH:14]1[S:11][C:10]([NH:9][CH2:8][CH2:7][N:1]2[CH2:2][CH2:3][O:4][CH2:5][CH2:6]2)=[N:12][C:15]1=[O:16])([CH3:22])[CH3:21], predict the reactants needed to synthesize it. The reactants are: [N:1]1([CH2:7][CH2:8][NH:9][C:10]([NH2:12])=[S:11])[CH2:6][CH2:5][O:4][CH2:3][CH2:2]1.Br[CH:14]([CH:20]([CH3:22])[CH3:21])[C:15](OCC)=[O:16]. (2) Given the product [Br:1][C:2]1[CH:3]=[C:4]([C:7]([OH:10])=[O:8])[S:5][CH:6]=1, predict the reactants needed to synthesize it. The reactants are: [Br:1][C:2]1[CH:3]=[C:4]([CH:7]=[O:8])[S:5][CH:6]=1.P([O-])(O)(O)=[O:10].[Na+].OO.Cl([O-])=O.[Na+]. (3) Given the product [Cl:19][C:20]1[CH:28]=[CH:27][C:23]([C:24]([NH:5][C:4]2[CH:6]=[CH:7][C:8]([I:9])=[C:2]([CH3:1])[CH:3]=2)=[O:25])=[CH:22][N:21]=1, predict the reactants needed to synthesize it. The reactants are: [CH3:1][C:2]1[CH:3]=[C:4]([CH:6]=[CH:7][C:8]=1[I:9])[NH2:5].C(N(C(C)C)CC)(C)C.[Cl:19][C:20]1[CH:28]=[CH:27][C:23]([C:24](Cl)=[O:25])=[CH:22][N:21]=1. (4) Given the product [CH3:24][O:23][C:13]1[C:11]2[N:12]=[C:8]([NH:7][C:6]([N:26]3[CH2:31][CH2:30][O:29][CH2:28][CH2:27]3)=[O:25])[S:9][C:10]=2[C:16]([C:17]2[CH:22]=[CH:21][CH:20]=[CH:19][CH:18]=2)=[CH:15][CH:14]=1, predict the reactants needed to synthesize it. The reactants are: C(O[C:6](=[O:25])[NH:7][C:8]1[S:9][C:10]2[C:16]([C:17]3[CH:22]=[CH:21][CH:20]=[CH:19][CH:18]=3)=[CH:15][CH:14]=[C:13]([O:23][CH3:24])[C:11]=2[N:12]=1)(C)(C)C.[NH:26]1[CH2:31][CH2:30][O:29][CH2:28][CH2:27]1. (5) Given the product [Cl:1][C:2]1[N:7]=[C:6]([C:8]2[CH:13]=[C:12]([NH2:14])[CH:11]=[CH:10][C:9]=2[F:17])[CH:5]=[CH:4][N:3]=1, predict the reactants needed to synthesize it. The reactants are: [Cl:1][C:2]1[N:7]=[C:6]([C:8]2[CH:13]=[C:12]([N+:14]([O-])=O)[CH:11]=[CH:10][C:9]=2[F:17])[CH:5]=[CH:4][N:3]=1. (6) The reactants are: Cl.C(OC([N:9]1[CH2:13][CH2:12][CH:11]([C:14]2[CH:19]=[CH:18][CH:17]=[CH:16][CH:15]=2)[CH2:10]1)=O)(C)(C)C. Given the product [C:14]1([CH:11]2[CH2:12][CH2:13][NH:9][CH2:10]2)[CH:19]=[CH:18][CH:17]=[CH:16][CH:15]=1, predict the reactants needed to synthesize it. (7) Given the product [I:31][CH2:10][CH2:11][CH2:12][C:13]#[C:14][C:15]1[CH:20]=[CH:19][CH:18]=[CH:17][CH:16]=1, predict the reactants needed to synthesize it. The reactants are: C1(C#C)C=CC=CC=1.Cl[CH2:10][CH2:11][CH2:12][C:13]#[C:14][C:15]1[CH:20]=[CH:19][CH:18]=[CH:17][CH:16]=1.[Li]CCCC.BrCCCCl.[I-:31].[Na+]. (8) Given the product [NH2:31][C:27]1([C:24]2[CH:25]=[CH:26][C:21]([C:13]3[O:12][C:10]4[N:11]=[C:6]([NH:5][C@@H:3]([CH3:4])[CH2:2][OH:1])[N:7]([CH3:40])[C:8](=[O:39])[C:9]=4[C:14]=3[C:15]3[CH:16]=[CH:17][CH:18]=[CH:19][CH:20]=3)=[CH:22][CH:23]=2)[CH2:28][CH2:29][CH2:30]1, predict the reactants needed to synthesize it. The reactants are: [OH:1][CH2:2][C@@H:3]([NH:5][C:6]1[N:7]([CH3:40])[C:8](=[O:39])[C:9]2[C:14]([C:15]3[CH:20]=[CH:19][CH:18]=[CH:17][CH:16]=3)=[C:13]([C:21]3[CH:26]=[CH:25][C:24]([C:27]4([NH:31]C(=O)OC(C)(C)C)[CH2:30][CH2:29][CH2:28]4)=[CH:23][CH:22]=3)[O:12][C:10]=2[N:11]=1)[CH3:4].C(O)(C(F)(F)F)=O.Cl.CO. (9) Given the product [Br:1][C:2]1[CH:10]=[C:9]2[C:5]([CH:6]=[CH:7][N:8]2[C:14]2[C:23]3[C:18](=[CH:19][CH:20]=[C:21]([Cl:24])[CH:22]=3)[N:17]=[C:16]([CH3:25])[C:15]=2[CH3:26])=[C:4]([O:11][CH3:12])[CH:3]=1, predict the reactants needed to synthesize it. The reactants are: [Br:1][C:2]1[CH:10]=[C:9]2[C:5]([CH:6]=[CH:7][NH:8]2)=[C:4]([O:11][CH3:12])[CH:3]=1.Cl[C:14]1[C:23]2[C:18](=[CH:19][CH:20]=[C:21]([Cl:24])[CH:22]=2)[N:17]=[C:16]([CH3:25])[C:15]=1[CH3:26].